From a dataset of Forward reaction prediction with 1.9M reactions from USPTO patents (1976-2016). Predict the product of the given reaction. (1) Given the reactants [Br:1][C:2]1[C:7]([C:8](O)=[O:9])=[CH:6][C:5]([NH:11][C:12]([C:14]2[N:18]([CH3:19])[N:17]=[C:16]([C:20]([F:26])([F:25])[C:21]([F:24])([F:23])[F:22])[C:15]=2[C:27]([F:30])([F:29])[F:28])=[O:13])=[N:4][CH:3]=1.CC1C=CC(S([O-])(=O)=O)=CC=1.[F:42][C@H:43]1[CH2:45][C@H:44]1[NH3+:46].CN(C(ON1N=NC2C=CC=NC1=2)=[N+](C)C)C.F[P-](F)(F)(F)(F)F.CCN(C(C)C)C(C)C, predict the reaction product. The product is: [Br:1][C:2]1[C:7]([C:8]([NH:46][C@@H:44]2[CH2:45][C@@H:43]2[F:42])=[O:9])=[CH:6][C:5]([NH:11][C:12]([C:14]2[N:18]([CH3:19])[N:17]=[C:16]([C:20]([F:25])([F:26])[C:21]([F:23])([F:24])[F:22])[C:15]=2[C:27]([F:30])([F:28])[F:29])=[O:13])=[N:4][CH:3]=1. (2) Given the reactants C[O:2][C:3](=[O:32])[CH2:4][CH2:5][CH2:6][CH2:7][CH2:8][NH:9][C:10](=[O:31])[C:11]1[CH:16]=[CH:15][C:14]([CH:17]=[N:18][N:19]=[C:20]2[C:28]3[C:23](=[CH:24][CH:25]=[C:26]([F:29])[CH:27]=3)[NH:22][C:21]2=[O:30])=[CH:13][CH:12]=1.CO.[Li+].[OH-].Cl, predict the reaction product. The product is: [F:29][C:26]1[CH:27]=[C:28]2[C:23](=[CH:24][CH:25]=1)[NH:22][C:21](=[O:30])[C:20]2=[N:19][N:18]=[CH:17][C:14]1[CH:13]=[CH:12][C:11]([C:10]([NH:9][CH2:8][CH2:7][CH2:6][CH2:5][CH2:4][C:3]([OH:32])=[O:2])=[O:31])=[CH:16][CH:15]=1. (3) The product is: [CH2:1]([O:8][C:9]1[CH:18]=[CH:17][CH:16]=[C:15]2[C:10]=1[CH2:11][CH2:12][CH2:13][CH:14]2[C:19]([NH:22][C:23]1[CH:28]=[N:27][C:26]([CH:29]([CH3:31])[CH3:30])=[CH:25][CH:24]=1)=[O:21])[C:2]1[CH:7]=[CH:6][CH:5]=[CH:4][CH:3]=1. Given the reactants [CH2:1]([O:8][C:9]1[CH:18]=[CH:17][CH:16]=[C:15]2[C:10]=1[CH2:11][CH2:12][CH2:13][CH:14]2[C:19]([OH:21])=O)[C:2]1[CH:7]=[CH:6][CH:5]=[CH:4][CH:3]=1.[NH2:22][C:23]1[CH:24]=[CH:25][C:26]([CH:29]([CH3:31])[CH3:30])=[N:27][CH:28]=1, predict the reaction product. (4) The product is: [CH2:28]([N:17]([CH2:15][CH3:16])[C:18]1[CH:19]=[C:20]([C:21]2[O:1][N:2]=[C:3]([C:4]3[CH:9]=[CH:8][C:7]([O:10][CH2:11][CH2:12][CH3:13])=[CH:6][CH:5]=3)[N:14]=2)[CH:24]=[C:25]([CH3:27])[N:26]=1)[CH3:29]. Given the reactants [OH:1][NH:2][C:3](=[NH:14])[C:4]1[CH:9]=[CH:8][C:7]([O:10][CH2:11][CH2:12][CH3:13])=[CH:6][CH:5]=1.[CH2:15]([N:17]([CH2:28][CH3:29])[C:18]1[CH:19]=[C:20]([CH:24]=[C:25]([CH3:27])[N:26]=1)[C:21](O)=O)[CH3:16], predict the reaction product. (5) Given the reactants [NH:1]1[CH2:6][CH2:5][C:4]2([CH2:15][CH2:14][C:13]3[C:8](=[CH:9][CH:10]=[CH:11][CH:12]=3)[O:7]2)[CH2:3][CH2:2]1.[CH:16]([O:19][C:20]1[CH:28]=[CH:27][C:23]([C:24](O)=[O:25])=[CH:22][C:21]=1[CH3:29])([CH3:18])[CH3:17].CN(C(ON1N=NC2C=CC=NC1=2)=[N+](C)C)C.F[P-](F)(F)(F)(F)F.C(N(CC)CC)C, predict the reaction product. The product is: [CH:16]([O:19][C:20]1[CH:28]=[CH:27][C:23]([C:24]([N:1]2[CH2:6][CH2:5][C:4]3([CH2:15][CH2:14][C:13]4[C:8](=[CH:9][CH:10]=[CH:11][CH:12]=4)[O:7]3)[CH2:3][CH2:2]2)=[O:25])=[CH:22][C:21]=1[CH3:29])([CH3:18])[CH3:17]. (6) The product is: [F:3][C:4]1[CH:9]=[CH:8][C:7]([N:10]2[C:14]([CH:15]([O:17][CH2:32][C:33]3[CH:38]=[CH:37][N:36]=[CH:35][CH:34]=3)[CH3:16])=[C:13]([CH3:18])[N:12]=[C:11]2[S:19][CH2:20][C:21]2[C:26]([F:27])=[CH:25][CH:24]=[C:23]([F:28])[C:22]=2[F:29])=[CH:6][CH:5]=1. Given the reactants [H-].[Na+].[F:3][C:4]1[CH:9]=[CH:8][C:7]([N:10]2[C:14]([CH:15]([OH:17])[CH3:16])=[C:13]([CH3:18])[N:12]=[C:11]2[S:19][CH2:20][C:21]2[C:26]([F:27])=[CH:25][CH:24]=[C:23]([F:28])[C:22]=2[F:29])=[CH:6][CH:5]=1.Br.Br[CH2:32][C:33]1[CH:38]=[CH:37][N:36]=[CH:35][CH:34]=1, predict the reaction product. (7) The product is: [OH:12][C:5]1[C:4]2[C:2](=[O:3])[C:1]([C:22](=[O:23])[CH2:21][O:20][CH3:19])=[C:27]([CH2:26][O:25][CH3:29])[O:10][C:9]=2[CH:8]=[C:7]([OH:11])[CH:6]=1. Given the reactants [CH3:1][C:2]([C:4]1[C:5]([OH:12])=[CH:6][C:7]([OH:11])=[CH:8][C:9]=1[OH:10])=[O:3].C([O-])([O-])=O.[K+].[K+].[CH3:19][O:20][CH2:21][C:22](Cl)=[O:23].[O:25]1[CH2:29]C[CH2:27][CH2:26]1, predict the reaction product. (8) Given the reactants [NH:1]1[CH2:4][CH:3]([O:5][C:6]2[CH:7]=[C:8]3[C:13](=[CH:14][C:15]=2[O:16][CH3:17])[N:12]=[C:11]([C:18]2[CH:23]=[CH:22][C:21]([CH2:24][C:25]([NH:27][C:28]4[CH:32]=[C:31]([C:33]5([C:36]([F:39])([F:38])[F:37])[CH2:35][CH2:34]5)[O:30][N:29]=4)=[O:26])=[C:20]([F:40])[CH:19]=2)[CH:10]=[N:9]3)[CH2:2]1.C=O.[BH3-][C:44]#N.[Na+], predict the reaction product. The product is: [F:40][C:20]1[CH:19]=[C:18]([C:11]2[CH:10]=[N:9][C:8]3[C:13](=[CH:14][C:15]([O:16][CH3:17])=[C:6]([O:5][CH:3]4[CH2:2][N:1]([CH3:44])[CH2:4]4)[CH:7]=3)[N:12]=2)[CH:23]=[CH:22][C:21]=1[CH2:24][C:25]([NH:27][C:28]1[CH:32]=[C:31]([C:33]2([C:36]([F:39])([F:37])[F:38])[CH2:34][CH2:35]2)[O:30][N:29]=1)=[O:26]. (9) Given the reactants [Cl:1][C:2]1[CH:23]=[C:22]([O:24][CH:25]2[CH2:30][CH2:29][CH2:28][CH2:27][O:26]2)[CH:21]=[CH:20][C:3]=1[CH2:4][NH:5][C:6]1[CH:11]=[CH:10][C:9]([O:12][CH2:13][CH2:14][N:15]2[CH2:19][CH2:18][CH2:17][CH2:16]2)=[CH:8][CH:7]=1.C(N(CC)CC)C.[C:38]([CH2:42][C:43](Cl)=[O:44])([CH3:41])([CH3:40])[CH3:39].C(=O)(O)[O-].[Na+], predict the reaction product. The product is: [Cl:1][C:2]1[CH:23]=[C:22]([O:24][CH:25]2[CH2:30][CH2:29][CH2:28][CH2:27][O:26]2)[CH:21]=[CH:20][C:3]=1[CH2:4][N:5]([C:6]1[CH:11]=[CH:10][C:9]([O:12][CH2:13][CH2:14][N:15]2[CH2:16][CH2:17][CH2:18][CH2:19]2)=[CH:8][CH:7]=1)[C:43](=[O:44])[CH2:42][C:38]([CH3:41])([CH3:40])[CH3:39]. (10) Given the reactants Cl.[CH3:2][C:3]1([CH3:14])[C:12]2[C:7](=[CH:8][CH:9]=[CH:10][CH:11]=2)[N:6](N)[CH2:5][CH2:4]1.O=[C:16]([CH2:20][CH2:21]C(O)=O)[C:17]([OH:19])=[O:18], predict the reaction product. The product is: [CH3:2][C:3]1([CH3:14])[C:12]2[C:7]3=[C:8]([C:20]([CH2:16][C:17]([OH:19])=[O:18])=[CH:21][N:6]3[CH2:5][CH2:4]1)[CH:9]=[CH:10][CH:11]=2.